This data is from Forward reaction prediction with 1.9M reactions from USPTO patents (1976-2016). The task is: Predict the product of the given reaction. (1) The product is: [CH3:1][O:2][C:3]([C:5]1[C:10]([NH2:11])=[N:9][CH:8]=[C:7]([C:14]2[O:13][CH:17]=[CH:16][CH:15]=2)[N:6]=1)=[O:4]. Given the reactants [CH3:1][O:2][C:3]([C:5]1[C:10]([NH2:11])=[N:9][CH:8]=[C:7](Br)[N:6]=1)=[O:4].[O:13]1[CH:17]=[CH:16][CH:15]=[C:14]1B(O)O.C(N(CC)CC)C, predict the reaction product. (2) The product is: [C:1]([NH:8][CH2:9][C:10](=[O:35])[CH2:11][CH2:12][C:13]([O:15][CH2:16][CH2:17][CH2:18][CH2:19][CH2:20][CH2:21][CH2:22][CH2:23][CH2:24][CH2:25][CH2:26][C:27]([OH:29])=[O:28])=[O:14])([O:3][C:4]([CH3:7])([CH3:6])[CH3:5])=[O:2]. Given the reactants [C:1]([NH:8][CH2:9][C:10](=[O:35])[CH2:11][CH2:12][C:13]([O:15][CH2:16][CH2:17][CH2:18][CH2:19][CH2:20][CH2:21][CH2:22][CH2:23][CH2:24][CH2:25][CH2:26][C:27]([O:29]CC(Cl)(Cl)Cl)=[O:28])=[O:14])([O:3][C:4]([CH3:7])([CH3:6])[CH3:5])=[O:2].OP([O-])(O)=O.[K+], predict the reaction product. (3) Given the reactants [CH3:1]/[C:2](/[CH2:6][CH2:7][CH:8]=[C:9]([CH3:11])[CH3:10])=[CH:3]\[CH2:4][OH:5].C(OI(C1C=CC=CC=1)OC(=O)C)(=O)C.CC1(C)N([O])C(C)(C)CCC1, predict the reaction product. The product is: [CH3:1]/[C:2](/[CH2:6][CH2:7][CH:8]=[C:9]([CH3:11])[CH3:10])=[CH:3]\[CH:4]=[O:5].